Dataset: CYP2C19 inhibition data for predicting drug metabolism from PubChem BioAssay. Task: Regression/Classification. Given a drug SMILES string, predict its absorption, distribution, metabolism, or excretion properties. Task type varies by dataset: regression for continuous measurements (e.g., permeability, clearance, half-life) or binary classification for categorical outcomes (e.g., BBB penetration, CYP inhibition). Dataset: cyp2c19_veith. (1) The molecule is CCCOc1ccc(-c2nc(N)n[nH]2)cc1. The result is 0 (non-inhibitor). (2) The drug is Cc1ccc(S(=O)(=O)Oc2ccc(C3C4=C(CCCC4=O)OC4=C3C(=O)CCC4)cc2)cc1. The result is 1 (inhibitor).